From a dataset of NCI-60 drug combinations with 297,098 pairs across 59 cell lines. Regression. Given two drug SMILES strings and cell line genomic features, predict the synergy score measuring deviation from expected non-interaction effect. (1) Drug 1: CCCCCOC(=O)NC1=NC(=O)N(C=C1F)C2C(C(C(O2)C)O)O. Drug 2: C1=CC=C(C=C1)NC(=O)CCCCCCC(=O)NO. Cell line: MALME-3M. Synergy scores: CSS=17.4, Synergy_ZIP=-9.66, Synergy_Bliss=-6.60, Synergy_Loewe=-9.66, Synergy_HSA=-1.28. (2) Drug 1: CCCCC(=O)OCC(=O)C1(CC(C2=C(C1)C(=C3C(=C2O)C(=O)C4=C(C3=O)C=CC=C4OC)O)OC5CC(C(C(O5)C)O)NC(=O)C(F)(F)F)O. Drug 2: C1CNP(=O)(OC1)N(CCCl)CCCl. Cell line: A498. Synergy scores: CSS=42.8, Synergy_ZIP=3.47, Synergy_Bliss=5.76, Synergy_Loewe=-16.0, Synergy_HSA=5.67. (3) Drug 1: CCC1(CC2CC(C3=C(CCN(C2)C1)C4=CC=CC=C4N3)(C5=C(C=C6C(=C5)C78CCN9C7C(C=CC9)(C(C(C8N6C=O)(C(=O)OC)O)OC(=O)C)CC)OC)C(=O)OC)O.OS(=O)(=O)O. Drug 2: C1=CN(C=N1)CC(O)(P(=O)(O)O)P(=O)(O)O. Cell line: MCF7. Synergy scores: CSS=-0.818, Synergy_ZIP=-2.51, Synergy_Bliss=-6.05, Synergy_Loewe=-6.67, Synergy_HSA=-5.64. (4) Drug 1: CC1OCC2C(O1)C(C(C(O2)OC3C4COC(=O)C4C(C5=CC6=C(C=C35)OCO6)C7=CC(=C(C(=C7)OC)O)OC)O)O. Drug 2: CC1CCCC2(C(O2)CC(NC(=O)CC(C(C(=O)C(C1O)C)(C)C)O)C(=CC3=CSC(=N3)C)C)C. Cell line: BT-549. Synergy scores: CSS=21.9, Synergy_ZIP=-7.96, Synergy_Bliss=0.782, Synergy_Loewe=0.916, Synergy_HSA=1.30. (5) Drug 1: C1C(C(OC1N2C=NC3=C2NC=NCC3O)CO)O. Drug 2: C(CCl)NC(=O)N(CCCl)N=O. Cell line: SK-OV-3. Synergy scores: CSS=2.01, Synergy_ZIP=1.06, Synergy_Bliss=2.88, Synergy_Loewe=0.0805, Synergy_HSA=0.205. (6) Drug 1: C1CCC(CC1)NC(=O)N(CCCl)N=O. Drug 2: C1=CC(=CC=C1C#N)C(C2=CC=C(C=C2)C#N)N3C=NC=N3. Cell line: MALME-3M. Synergy scores: CSS=4.62, Synergy_ZIP=-2.93, Synergy_Bliss=-1.23, Synergy_Loewe=-3.27, Synergy_HSA=-3.46. (7) Synergy scores: CSS=4.23, Synergy_ZIP=-1.71, Synergy_Bliss=2.20, Synergy_Loewe=0.812, Synergy_HSA=1.17. Drug 1: CC1OCC2C(O1)C(C(C(O2)OC3C4COC(=O)C4C(C5=CC6=C(C=C35)OCO6)C7=CC(=C(C(=C7)OC)O)OC)O)O. Drug 2: CC(C)CN1C=NC2=C1C3=CC=CC=C3N=C2N. Cell line: OVCAR-4. (8) Drug 1: CC1CCC2CC(C(=CC=CC=CC(CC(C(=O)C(C(C(=CC(C(=O)CC(OC(=O)C3CCCCN3C(=O)C(=O)C1(O2)O)C(C)CC4CCC(C(C4)OC)OCCO)C)C)O)OC)C)C)C)OC. Drug 2: CC(C)CN1C=NC2=C1C3=CC=CC=C3N=C2N. Cell line: NCI-H522. Synergy scores: CSS=0.768, Synergy_ZIP=-1.35, Synergy_Bliss=0.789, Synergy_Loewe=-1.39, Synergy_HSA=-0.121. (9) Drug 1: CN(C)N=NC1=C(NC=N1)C(=O)N. Drug 2: C1CCC(C(C1)N)N.C(=O)(C(=O)[O-])[O-].[Pt+4]. Cell line: M14. Synergy scores: CSS=-2.66, Synergy_ZIP=1.33, Synergy_Bliss=-1.43, Synergy_Loewe=-7.08, Synergy_HSA=-5.51.